From a dataset of Full USPTO retrosynthesis dataset with 1.9M reactions from patents (1976-2016). Predict the reactants needed to synthesize the given product. (1) Given the product [Cl:1][C:2]1[CH:7]=[C:6]([CH3:8])[CH:5]=[C:4]([CH3:9])[C:3]=1[N:10]1[CH2:15][CH2:14][CH2:13][C:12]2=[C:16]([O:20][CH:43]([CH2:44][CH2:45][CH3:46])[CH2:42][CH2:41][CH3:40])[N:17]([CH3:19])[N:18]=[C:11]12, predict the reactants needed to synthesize it. The reactants are: [Cl:1][C:2]1[CH:7]=[C:6]([CH3:8])[CH:5]=[C:4]([CH3:9])[C:3]=1[N:10]1[CH2:15][CH2:14][CH2:13][C:12]2[C:16](=[O:20])[N:17]([CH3:19])[NH:18][C:11]1=2.C1(P(C2C=CC=CC=2)C2C=CC=CC=2)C=CC=CC=1.[CH3:40][CH2:41][CH2:42][CH:43](O)[CH2:44][CH2:45][CH3:46].CCOC(/N=N/C(OCC)=O)=O. (2) Given the product [F:66][C:67]1[CH:68]=[CH:69][C:70]([O:84][CH3:85])=[C:71]([C:73]2[C:78]([CH3:79])=[CH:77][C:76]([CH:80]([NH2:82])[CH3:81])=[CH:75][C:74]=2[CH3:83])[CH:72]=1.[F:66][C:67]1[CH:68]=[CH:69][C:70]([O:84][CH3:85])=[C:71]([C:73]2[C:78]([CH3:79])=[CH:77][C:76]([CH:80]([NH:82][S:92]([C:91]3[C:87]([CH3:86])=[N:88][O:89][C:90]=3[CH3:96])(=[O:94])=[O:93])[CH3:81])=[CH:75][C:74]=2[CH3:83])[CH:72]=1, predict the reactants needed to synthesize it. The reactants are: C(C1C=C(C(N)C)C=CC=1C1C=C(F)C=CC=1OC)C=C.CC1C(O)=C(C)C=C(C(C)=O)C=1.C(C1C=C(C(NS(C2C=CC(F)=C(F)C=2)(=O)=O)C)C=CC=1C1C=C(F)C=CC=1OC)C=C.[F:66][C:67]1[CH:68]=[CH:69][C:70]([O:84][CH3:85])=[C:71]([C:73]2[C:78]([CH3:79])=[CH:77][C:76]([CH:80]([NH2:82])[CH3:81])=[CH:75][C:74]=2[CH3:83])[CH:72]=1.[CH3:86][C:87]1[C:91]([S:92](Cl)(=[O:94])=[O:93])=[C:90]([CH3:96])[O:89][N:88]=1. (3) Given the product [C:37]1([CH:7]([C:1]2[CH:6]=[CH:5][CH:4]=[CH:3][CH:2]=2)[C:8]2[CH:9]=[CH:10][C:11](=[O:36])[N:12]([CH2:14][CH2:15][NH:16][C:17]([C:19]3[CH:27]=[CH:26][CH:25]=[C:24]4[C:20]=3[CH2:21][CH2:22][N:23]4[CH2:28][C:29]([OH:31])=[O:30])=[O:18])[CH:13]=2)[CH:42]=[CH:41][CH:40]=[CH:39][CH:38]=1, predict the reactants needed to synthesize it. The reactants are: [C:1]1([CH:7]([C:37]2[CH:42]=[CH:41][CH:40]=[CH:39][CH:38]=2)[C:8]2[CH:9]=[CH:10][C:11](=[O:36])[N:12]([CH2:14][CH2:15][NH:16][C:17]([C:19]3[CH:27]=[CH:26][CH:25]=[C:24]4[C:20]=3[CH2:21][CH2:22][N:23]4[CH2:28][C:29]([O:31]C(C)(C)C)=[O:30])=[O:18])[CH:13]=2)[CH:6]=[CH:5][CH:4]=[CH:3][CH:2]=1. (4) Given the product [Cl:1][C:2]1[S:6][C:5]([NH:7][S:8]([C:11]2[CH:12]=[CH:13][C:14]([C:15]([OH:17])=[O:16])=[CH:19][CH:20]=2)(=[O:10])=[O:9])=[N:4][CH:3]=1, predict the reactants needed to synthesize it. The reactants are: [Cl:1][C:2]1[S:6][C:5]([NH:7][S:8]([C:11]2[CH:20]=[CH:19][C:14]([C:15]([O:17]C)=[O:16])=[CH:13][CH:12]=2)(=[O:10])=[O:9])=[N:4][CH:3]=1.[OH-].[Li+]. (5) Given the product [Si:34]([O:41][CH:42]([C:44]1[CH:45]=[CH:46][C:47]([C:50](=[O:51])[CH:23]([CH3:24])[CH2:22][C:21](=[O:25])[CH:13]([C:10]2[CH:9]=[CH:8][C:7]([S:4]([CH:1]3[CH2:2][CH2:3]3)(=[O:6])=[O:5])=[CH:12][CH:11]=2)[CH2:14][CH:15]2[CH2:20][CH2:19][O:18][CH2:17][CH2:16]2)=[N:48][CH:49]=1)[CH3:43])([C:37]([CH3:40])([CH3:38])[CH3:39])([CH3:36])[CH3:35], predict the reactants needed to synthesize it. The reactants are: [CH:1]1([S:4]([C:7]2[CH:12]=[CH:11][C:10]([CH:13]([C:21](=[O:25])[CH:22]=[CH:23][CH3:24])[CH2:14][CH:15]3[CH2:20][CH2:19][O:18][CH2:17][CH2:16]3)=[CH:9][CH:8]=2)(=[O:6])=[O:5])[CH2:3][CH2:2]1.C(O)C.O1CCCC1.[Si:34]([O:41][CH:42]([C:44]1[CH:45]=[CH:46][C:47]([CH:50]=[O:51])=[N:48][CH:49]=1)[CH3:43])([C:37]([CH3:40])([CH3:39])[CH3:38])([CH3:36])[CH3:35].